Task: Regression. Given two drug SMILES strings and cell line genomic features, predict the synergy score measuring deviation from expected non-interaction effect.. Dataset: NCI-60 drug combinations with 297,098 pairs across 59 cell lines (1) Drug 1: C1=CC=C(C(=C1)C(C2=CC=C(C=C2)Cl)C(Cl)Cl)Cl. Drug 2: B(C(CC(C)C)NC(=O)C(CC1=CC=CC=C1)NC(=O)C2=NC=CN=C2)(O)O. Cell line: SN12C. Synergy scores: CSS=25.3, Synergy_ZIP=-2.22, Synergy_Bliss=-3.40, Synergy_Loewe=-51.5, Synergy_HSA=-1.78. (2) Drug 1: COC1=C(C=C2C(=C1)N=CN=C2NC3=CC(=C(C=C3)F)Cl)OCCCN4CCOCC4. Drug 2: C1CCC(CC1)NC(=O)N(CCCl)N=O. Cell line: EKVX. Synergy scores: CSS=34.9, Synergy_ZIP=0.0125, Synergy_Bliss=1.60, Synergy_Loewe=-3.77, Synergy_HSA=5.42. (3) Drug 1: C1=CC(=CC=C1CCC2=CNC3=C2C(=O)NC(=N3)N)C(=O)NC(CCC(=O)O)C(=O)O. Drug 2: B(C(CC(C)C)NC(=O)C(CC1=CC=CC=C1)NC(=O)C2=NC=CN=C2)(O)O. Cell line: NCIH23. Synergy scores: CSS=-2.32, Synergy_ZIP=-3.85, Synergy_Bliss=-12.0, Synergy_Loewe=-14.1, Synergy_HSA=-10.6. (4) Drug 1: C1=CC(=CC=C1C#N)C(C2=CC=C(C=C2)C#N)N3C=NC=N3. Drug 2: C1=CC=C(C=C1)NC(=O)CCCCCCC(=O)NO. Cell line: HT29. Synergy scores: CSS=-4.78, Synergy_ZIP=3.95, Synergy_Bliss=7.98, Synergy_Loewe=-8.64, Synergy_HSA=-7.32. (5) Drug 1: CCC1=CC2CC(C3=C(CN(C2)C1)C4=CC=CC=C4N3)(C5=C(C=C6C(=C5)C78CCN9C7C(C=CC9)(C(C(C8N6C)(C(=O)OC)O)OC(=O)C)CC)OC)C(=O)OC.C(C(C(=O)O)O)(C(=O)O)O. Drug 2: CC1OCC2C(O1)C(C(C(O2)OC3C4COC(=O)C4C(C5=CC6=C(C=C35)OCO6)C7=CC(=C(C(=C7)OC)O)OC)O)O. Cell line: NCI/ADR-RES. Synergy scores: CSS=4.03, Synergy_ZIP=0.976, Synergy_Bliss=1.83, Synergy_Loewe=1.80, Synergy_HSA=1.67.